Predict the reaction yield, written as a fraction of the theoretical maximum amount of product (1.0 means a 100% yield; for example, 0.34 means a 34% yield). From a dataset of Reaction yield outcomes from USPTO patents with 853,638 reactions. (1) The reactants are C1(P(C2C=CC=CC=2)C2C=CC=CC=2)C=CC=CC=1.CC(OC(/N=N/C(OC(C)C)=O)=O)C.[OH:34][C:35]1[CH:40]=[CH:39][C:38]([C:41](=[O:43])[CH3:42])=[CH:37][C:36]=1[N+:44]([O-:46])=[O:45].[C:47]1([CH:53](O)[CH2:54][CH3:55])[CH:52]=[CH:51][CH:50]=[CH:49][CH:48]=1. The catalyst is C1COCC1.CCOC(C)=O.O. The product is [N+:44]([C:36]1[CH:37]=[C:38]([C:41](=[O:43])[CH3:42])[CH:39]=[CH:40][C:35]=1[O:34][CH:53]([C:47]1[CH:52]=[CH:51][CH:50]=[CH:49][CH:48]=1)[CH2:54][CH3:55])([O-:46])=[O:45]. The yield is 0.726. (2) The reactants are [OH:1][CH:2]1[CH2:11][CH2:10][CH2:9][CH:8]2[C:3]1([C:14]1[CH:19]=[CH:18][CH:17]=[CH:16][CH:15]=1)[CH2:4][CH2:5][C:6](=[O:13])[CH:7]2[CH3:12].[CH2:20](O)[CH2:21][OH:22].O.C1(C)C=CC(S(O)(=O)=O)=CC=1.C1(C)C=CC=CC=1. The catalyst is O. The product is [CH3:12][CH:7]1[CH:8]2[C:3]([C:14]3[CH:15]=[CH:16][CH:17]=[CH:18][CH:19]=3)([CH:2]([OH:1])[CH2:11][CH2:10][CH2:9]2)[CH2:4][CH2:5][C:6]21[O:22][CH2:21][CH2:20][O:13]2. The yield is 0.760. (3) The reactants are [F:1][C:2]1[CH:7]=[CH:6][CH:5]=[CH:4][C:3]=1[C:8]1[C:9]2[C:10]3[CH2:21][CH2:20][NH:19][CH2:18][CH2:17][C:11]=3[NH:12][C:13]=2[CH:14]=[CH:15][CH:16]=1.CC(C)=O.C(Cl)(Cl)Cl.[NH4+].[OH-]. The catalyst is C1COCC1. The product is [F:1][C:2]1[CH:7]=[CH:6][CH:5]=[CH:4][C:3]=1[C:8]1[C:9]2[CH:10]3[CH2:21][CH2:20][NH:19][CH2:18][CH2:17][CH:11]3[NH:12][C:13]=2[CH:14]=[CH:15][CH:16]=1. The yield is 0.510. (4) The reactants are [Br:1][C:2]1[CH:15]=[C:14]2[C:5]([O:6][CH2:7][CH2:8][N:9]3[C:13]2=[N:12][C:11](I)=[CH:10]3)=[CH:4][CH:3]=1.C[Si](C)(C)N[Si](C)(C)C.C[N:27]([CH:29]=[O:30])C. The catalyst is Cl[Pd](Cl)([P](C1C=CC=CC=1)(C1C=CC=CC=1)C1C=CC=CC=1)[P](C1C=CC=CC=1)(C1C=CC=CC=1)C1C=CC=CC=1. The product is [Br:1][C:2]1[CH:15]=[C:14]2[C:5]([O:6][CH2:7][CH2:8][N:9]3[C:13]2=[N:12][C:11]([C:29]([NH2:27])=[O:30])=[CH:10]3)=[CH:4][CH:3]=1. The yield is 0.950. (5) The reactants are [CH:1]([C:3]1[CH:11]=[CH:10][C:6]([C:7]([OH:9])=[O:8])=[CH:5][CH:4]=1)=O.[CH3:12][N:13]1[CH2:18][CH2:17][NH:16][CH2:15][CH2:14]1.[H][H]. The catalyst is CO.[Pt]. The product is [CH3:12][N:13]1[CH2:18][CH2:17][N:16]([CH2:1][C:3]2[CH:11]=[CH:10][C:6]([C:7]([OH:9])=[O:8])=[CH:5][CH:4]=2)[CH2:15][CH2:14]1. The yield is 0.700. (6) The reactants are [Cl:1][C:2]1[C:3]([CH2:14][C:15]#[N:16])=[C:4]([C:10]([Cl:13])=[CH:11][CH:12]=1)[C:5](OCC)=[O:6].[BH4-].[Na+]. The catalyst is C(O)C.O.O.O.O.O.O.[Co](Cl)Cl. The product is [Cl:1][C:2]1[CH:12]=[CH:11][C:10]([Cl:13])=[C:4]2[C:3]=1[CH2:14][CH2:15][NH:16][C:5]2=[O:6]. The yield is 0.390. (7) The reactants are [C:1]([O:5][C:6]([N:8]1[C@@H:12]([CH3:13])[CH2:11][CH2:10][C@H:9]1[C:14](O)=[O:15])=[O:7])([CH3:4])([CH3:3])[CH3:2].B.CSC.CO. The catalyst is O1CCCC1. The product is [OH:15][CH2:14][C@@H:9]1[CH2:10][CH2:11][C@H:12]([CH3:13])[N:8]1[C:6]([O:5][C:1]([CH3:2])([CH3:4])[CH3:3])=[O:7]. The yield is 0.930. (8) The reactants are [CH3:1][O:2][C:3](=[O:20])[NH:4][C:5]1[S:6][C:7]2[C:13]([C:14](=O)[CH2:15]Br)=[CH:12][CH:11]=[C:10]([O:18][CH3:19])[C:8]=2[N:9]=1.[C:21]([O:25][C:26]([NH:28][C:29]([NH2:31])=[NH:30])=[O:27])([CH3:24])([CH3:23])[CH3:22]. The catalyst is C(#N)C. The product is [CH3:1][O:2][C:3](=[O:20])[NH:4][C:5]1[S:6][C:7]2[C:13]([C:14]3[N:31]=[C:29]([NH:28][C:26]([O:25][C:21]([CH3:24])([CH3:23])[CH3:22])=[O:27])[NH:30][CH:15]=3)=[CH:12][CH:11]=[C:10]([O:18][CH3:19])[C:8]=2[N:9]=1. The yield is 0.170. (9) The reactants are [C:1]1([CH3:11])[CH:6]=CC(S(O)(=O)=O)=[CH:3][CH:2]=1.[C:12](=O)(O)[O-].[Na+].[CH3:17][C:18]([CH3:20])=[O:19]. The catalyst is O. The product is [C:2](=[C:1]1[CH2:11][CH2:20][C:18](=[O:19])[CH2:17][CH2:6]1)([CH3:12])[CH3:3]. The yield is 0.920.